The task is: Predict the reactants needed to synthesize the given product.. This data is from Retrosynthesis with 50K atom-mapped reactions and 10 reaction types from USPTO. (1) Given the product COCC[N+]1(C)CCCC1, predict the reactants needed to synthesize it. The reactants are: CN1CCCC1.COCCBr. (2) Given the product c1ccc(Oc2cnc(Nc3nccs3)c(OCC3CCCC3)c2)cc1, predict the reactants needed to synthesize it. The reactants are: NC(=S)Nc1ncc(Oc2ccccc2)cc1OCC1CCCC1.O=CCCl. (3) Given the product CS(=O)(=O)Nc1cccc(Nc2ncc(-c3ccc4cnccc4c3)o2)c1, predict the reactants needed to synthesize it. The reactants are: CS(=O)(=O)Nc1cccc(N)c1.Clc1ncc(-c2ccc3cnccc3c2)o1. (4) The reactants are: CCOC(=O)c1cnc(Cl)c2c(COc3cccc(-c4nnn(C)n4)c3)csc12.N. Given the product CCOC(=O)c1cnc(N)c2c(COc3cccc(-c4nnn(C)n4)c3)csc12, predict the reactants needed to synthesize it. (5) Given the product C[C@@H](CCl)COc1cccc(Cl)c1, predict the reactants needed to synthesize it. The reactants are: C[C@@H](CCl)CBr.Oc1cccc(Cl)c1. (6) The reactants are: O=C(Cl)c1ccc(F)c(Cl)c1. Given the product O=C(Cl)c1ccc(F)cc1, predict the reactants needed to synthesize it. (7) The reactants are: CSc1c(Cl)c(-c2cc(S(=O)(=O)Cl)c(Cl)cc2Cl)nn1C. Given the product CSc1c(Cl)c(-c2cc(S)c(Cl)cc2Cl)nn1C, predict the reactants needed to synthesize it.